Predict the product of the given reaction. From a dataset of Forward reaction prediction with 1.9M reactions from USPTO patents (1976-2016). (1) Given the reactants [H-].C([Al+]CC(C)C)C(C)C.[C:11]([C:15]1[N:20]=[C:19]([C:21]#N)[CH:18]=[CH:17][CH:16]=1)([CH3:14])([CH3:13])[CH3:12].Cl.[O:24]1CCCC1, predict the reaction product. The product is: [C:11]([C:15]1[N:20]=[C:19]([CH:21]=[O:24])[CH:18]=[CH:17][CH:16]=1)([CH3:14])([CH3:13])[CH3:12]. (2) Given the reactants [CH3:1][CH:2]([CH2:11][CH2:12][CH:13]=[C:14]([CH3:16])[CH3:15])[CH2:3][CH2:4]CC(=O)C([O-])=O.CC(CCC=C(C)C)[CH2:19][CH2:20][CH:21]([CH3:27])[C:22](=[O:26])[C:23]([O-:25])=[O:24], predict the reaction product. The product is: [CH3:27][CH:21]([CH2:20][CH3:19])[C:22](=[O:26])[C:23]([O:25][CH2:4][CH2:3][CH:2]([CH3:1])[CH2:11][CH2:12][CH:13]=[C:14]([CH3:15])[CH3:16])=[O:24].